Dataset: NCI-60 drug combinations with 297,098 pairs across 59 cell lines. Task: Regression. Given two drug SMILES strings and cell line genomic features, predict the synergy score measuring deviation from expected non-interaction effect. (1) Drug 1: CCCCCOC(=O)NC1=NC(=O)N(C=C1F)C2C(C(C(O2)C)O)O. Drug 2: CCN(CC)CCCC(C)NC1=C2C=C(C=CC2=NC3=C1C=CC(=C3)Cl)OC. Cell line: A549. Synergy scores: CSS=24.0, Synergy_ZIP=3.45, Synergy_Bliss=4.74, Synergy_Loewe=-21.6, Synergy_HSA=2.95. (2) Drug 1: CN(C)N=NC1=C(NC=N1)C(=O)N. Cell line: MCF7. Synergy scores: CSS=12.4, Synergy_ZIP=-8.90, Synergy_Bliss=-0.289, Synergy_Loewe=-24.1, Synergy_HSA=-1.88. Drug 2: CCC1=C2CN3C(=CC4=C(C3=O)COC(=O)C4(CC)O)C2=NC5=C1C=C(C=C5)O. (3) Drug 1: CC12CCC3C(C1CCC2=O)CC(=C)C4=CC(=O)C=CC34C. Drug 2: C1CCC(C(C1)N)N.C(=O)(C(=O)[O-])[O-].[Pt+4]. Cell line: MCF7. Synergy scores: CSS=33.5, Synergy_ZIP=-7.37, Synergy_Bliss=-5.45, Synergy_Loewe=-17.6, Synergy_HSA=-3.18.